This data is from Experimentally validated miRNA-target interactions with 360,000+ pairs, plus equal number of negative samples. The task is: Binary Classification. Given a miRNA mature sequence and a target amino acid sequence, predict their likelihood of interaction. (1) The miRNA is rno-miR-200c-3p with sequence UAAUACUGCCGGGUAAUGAUG. The protein sequence of the target gene is METIWIYQFRLIVIGDSTVGKSCLLHRFTQGRFPGLHSPACDPTVGVDFFSRLLEIEPGKRIKLQLWDTAGQERFRSITRSYYRNSVGGFLVFDITNRRSFEHVKDWLEEAKMHVQPFQIVFLLVGHKCDLASQRQVSREEAERLSTDCGMKYIETSAKDATNVEESFTILTRDIYELIKKGEICIQDGWEGVKSGFVPNTVHSSEEAVKPRKECFC. Result: 0 (no interaction). (2) The miRNA is mmu-miR-466i-5p with sequence UGUGUGUGUGUGUGUGUGUG. The protein sequence of the target gene is MLSEQAVGLGTGWEPMNTQLDAAELQSERGTREEGSWRTAPRPLEHLHCGLEDEPLSLQEKATSVPWVPAVPQEGNTGDWEMAAALLAAGSQGLVTIKDVSLCFSQEEWRSLDPSQTDFYGEYVMQENCGIVVSLRFPIPKLDMLSQQEGGEDQWAPDPQDVEGRDILKVTYTGDGGEPQGDTPELQVEPPRTLSSVTEDTALWNPGQGPSWESMPRNSTGMLLSPRFLQEDTFSRHLHRTDTDSLLKPHTCPQCGKQFVWGSHLARHQQTHTGERPYSCLKCEKSFGRRHHLIRHQKTH.... Result: 1 (interaction). (3) The miRNA is hsa-miR-6784-5p with sequence GCCGGGGCUUUGGGUGAGGG. The protein sequence of the target gene is MFRRARLSVKPNVRPGVGTRGSAAPNPQRGPEAPRPPEPATESAPKPAEPTDVPAVDSGGAEPQEQAPGSSDEKTGDKNNAAESSTLSSASSQRRKRVSSTSSLVQPSGSAPSQSRPLSTVDHDAPQPNPTPAKEKQPCSDRYRIYKARKLREMLKEELRKEKKQWKNKFSTNESQRPPDRSKMTMRDFIYYLPDNNPMTSSVEQEKKPEKSLAPTPTRDRQENQSTQDANDNEDVEEEVDDGPLLVPRVKVAEDGSIILDEESLTVEVLRTKGPCVVEENDPIFERGSTTTYSSFRKNY.... Result: 0 (no interaction). (4) The miRNA is mmu-miR-468-3p with sequence UAUGACUGAUGUGCGUGUGUCUG. Result: 1 (interaction). The protein sequence of the target gene is MAGVCDAAAPGEGGGGGADGPERTGRGEAEQPGGGGHGPAPQHTETLGFYESDRRREKRRGRAELSLLRFLSAELTRGYFLEHNEAKYTERRERVYTCMRIPRELEKLMFFGIFLCLDAFLYVFTLLPLRVFLALFRLLTLPCYGLRDRRLLQPAQVCDILKGVILVICYFMMHYVDYSMMYHLIRGQSVIKLYIIYNMLEVADRLFSSFGQDILDALYWTATEPKERKRAHIGVIPHFFMAVLYVFLHAILIMVQATTLNVAFNSHNKSLLTIMMSNNFVEIKGSVFKKFEKNNLFQMS....